This data is from Full USPTO retrosynthesis dataset with 1.9M reactions from patents (1976-2016). The task is: Predict the reactants needed to synthesize the given product. (1) Given the product [CH3:13][O:12][C:9]1[CH:10]=[C:11]2[C:6](=[CH:7][C:8]=1[O:14][CH2:15][CH2:16][CH2:17][N:18]1[CH2:22][CH2:21][CH2:20][CH2:19]1)[N:5]=[CH:4][N:3]=[C:2]2[O:23][C:24]1[CH:32]=[C:31]2[C:27]([CH:28]=[CH:29][NH:30]2)=[CH:26][CH:25]=1, predict the reactants needed to synthesize it. The reactants are: Cl[C:2]1[C:11]2[C:6](=[CH:7][C:8]([O:14][CH2:15][CH2:16][CH2:17][N:18]3[CH2:22][CH2:21][CH2:20][CH2:19]3)=[C:9]([O:12][CH3:13])[CH:10]=2)[N:5]=[CH:4][N:3]=1.[OH:23][C:24]1[CH:32]=[C:31]2[C:27]([CH:28]=[CH:29][NH:30]2)=[CH:26][CH:25]=1.C(=O)([O-])[O-].[K+].[K+]. (2) Given the product [CH2:1]([N:3]([CH2:19][CH3:20])[CH2:4][CH2:5][N:6]1[CH2:11][CH2:10][C:9]2[NH:12][C:13]([CH:16]=[C:25]3[C:24]4[C:28](=[CH:29][C:30]([NH:31][C:32](=[O:36])[C@@H:33]([OH:35])[CH3:34])=[C:22]([F:21])[CH:23]=4)[NH:27][C:26]3=[O:37])=[C:14]([CH3:15])[C:8]=2[C:7]1=[O:18])[CH3:2], predict the reactants needed to synthesize it. The reactants are: [CH2:1]([N:3]([CH2:19][CH3:20])[CH2:4][CH2:5][N:6]1[CH2:11][CH2:10][C:9]2[NH:12][C:13]([CH:16]=O)=[C:14]([CH3:15])[C:8]=2[C:7]1=[O:18])[CH3:2].[F:21][C:22]1[CH:23]=[C:24]2[C:28](=[CH:29][C:30]=1[NH:31][C:32](=[O:36])[C@@H:33]([OH:35])[CH3:34])[NH:27][C:26](=[O:37])[CH2:25]2. (3) Given the product [C:8]([C:10]1[CH:15]=[CH:14][C:13]([NH2:16])=[C:12]([CH3:19])[CH:11]=1)#[N:9].[ClH:22].[NH2:1][C:2]1([CH2:3][Cl:22])[CH2:7][CH2:6][CH2:5][CH2:4]1, predict the reactants needed to synthesize it. The reactants are: [NH2:1][C:2]1[CH:7]=[CH:6][CH:5]=[CH:4][CH:3]=1.[C:8]([C:10]1[CH:15]=[CH:14][C:13]([N:16]=C=S)=[C:12]([CH3:19])[CH:11]=1)#[N:9].O=S(Cl)[Cl:22]. (4) Given the product [CH3:1][C:2]1[C:7]([CH3:8])=[CH:6][CH:5]=[CH:4][C:3]=1[C:9]1[N:14]=[C:13]([NH2:15])[N:12]=[C:11]([NH:28][CH2:27][CH2:26][NH:25][C:20]2[CH:21]=[CH:22][C:23]([CH3:24])=[C:18]([F:17])[CH:19]=2)[CH:10]=1, predict the reactants needed to synthesize it. The reactants are: [CH3:1][C:2]1[C:7]([CH3:8])=[CH:6][CH:5]=[CH:4][C:3]=1[C:9]1[N:14]=[C:13]([NH2:15])[N:12]=[C:11](Cl)[CH:10]=1.[F:17][C:18]1[CH:19]=[C:20]([NH:25][CH2:26][CH2:27][NH2:28])[CH:21]=[CH:22][C:23]=1[CH3:24].C(N(C(C)C)CC)(C)C. (5) Given the product [N:10]1([C:7]2[CH:8]=[CH:9][C:4]([NH2:1])=[C:5]([C:16]([F:18])([F:17])[F:19])[CH:6]=2)[CH2:15][CH2:14][O:13][CH2:12][CH2:11]1, predict the reactants needed to synthesize it. The reactants are: [N+:1]([C:4]1[CH:9]=[CH:8][C:7]([N:10]2[CH2:15][CH2:14][O:13][CH2:12][CH2:11]2)=[CH:6][C:5]=1[C:16]([F:19])([F:18])[F:17])([O-])=O.C1(C)C=CC=CC=1. (6) Given the product [Br-:13].[Cl:1][C:2]1[C:3]([C:4]([O:6][CH3:7])=[O:5])=[C:8]([CH:9]=[CH:10][CH:11]=1)[CH2:12][P+:20]([C:21]1[CH:22]=[CH:23][CH:24]=[CH:25][CH:26]=1)([C:27]1[CH:32]=[CH:31][CH:30]=[CH:29][CH:28]=1)[C:14]1[CH:15]=[CH:16][CH:17]=[CH:18][CH:19]=1, predict the reactants needed to synthesize it. The reactants are: [Cl:1][C:2]1[CH:11]=[CH:10][CH:9]=[C:8]([CH2:12][Br:13])[C:3]=1[C:4]([O:6][CH3:7])=[O:5].[C:14]1([P:20]([C:27]2[CH:32]=[CH:31][CH:30]=[CH:29][CH:28]=2)[C:21]2[CH:26]=[CH:25][CH:24]=[CH:23][CH:22]=2)[CH:19]=[CH:18][CH:17]=[CH:16][CH:15]=1. (7) The reactants are: Br[C:2]1[CH:3]=[CH:4][C:5]([N:8]2[Si](C)(C)CC[Si]2(C)C)=[N:6][CH:7]=1.C([Li])CCC.[CH2:22]([S:24]SCC)[CH3:23]. Given the product [CH2:22]([S:24][C:2]1[CH:3]=[CH:4][C:5]([NH2:8])=[N:6][CH:7]=1)[CH3:23], predict the reactants needed to synthesize it.